This data is from Full USPTO retrosynthesis dataset with 1.9M reactions from patents (1976-2016). The task is: Predict the reactants needed to synthesize the given product. The reactants are: Cl.[NH2:2][C@H:3]([CH2:15][C:16]1[CH:21]=[CH:20][C:19]([C:22]2[CH:27]=[CH:26][CH:25]=[C:24]([Cl:28])[CH:23]=2)=[CH:18][CH:17]=1)[CH2:4][C:5]([O:7][CH2:8][C:9]1[CH:14]=[CH:13][CH:12]=[CH:11][CH:10]=1)=[O:6].[CH2:29]([O:31][C:32](=[O:38])/[CH:33]=[CH:34]/[C:35](O)=[O:36])[CH3:30].CCN=C=NCCCN(C)C.Cl.CCN(C(C)C)C(C)C.C1C=NC2N(O)N=NC=2C=1. Given the product [CH2:8]([O:7][C:5](=[O:6])[CH2:4][C@H:3]([NH:2][C:35](=[O:36])/[CH:34]=[CH:33]/[C:32]([O:31][CH2:29][CH3:30])=[O:38])[CH2:15][C:16]1[CH:17]=[CH:18][C:19]([C:22]2[CH:27]=[CH:26][CH:25]=[C:24]([Cl:28])[CH:23]=2)=[CH:20][CH:21]=1)[C:9]1[CH:10]=[CH:11][CH:12]=[CH:13][CH:14]=1, predict the reactants needed to synthesize it.